This data is from Aqueous solubility values for 9,982 compounds from the AqSolDB database. The task is: Regression/Classification. Given a drug SMILES string, predict its absorption, distribution, metabolism, or excretion properties. Task type varies by dataset: regression for continuous measurements (e.g., permeability, clearance, half-life) or binary classification for categorical outcomes (e.g., BBB penetration, CYP inhibition). For this dataset (solubility_aqsoldb), we predict Y. (1) The molecule is Nc1ncnc2c1ncn2C1OC(CO)C(O)C1O. The Y is -1.73 log mol/L. (2) The molecule is Oc1ccc(N=C=S)cc1. The Y is -2.67 log mol/L. (3) The Y is -1.11 log mol/L. The compound is O=C(O)c1cc(=O)cc(C(=O)O)o1. (4) The drug is O=C(OOC(=O)c1ccc(Cl)cc1Cl)c1ccc(Cl)cc1Cl. The Y is -8.28 log mol/L. (5) The drug is CCCCOCC1CO1. The Y is -0.814 log mol/L.